From a dataset of Reaction yield outcomes from USPTO patents with 853,638 reactions. Predict the reaction yield, written as a fraction of the theoretical maximum amount of product (1.0 means a 100% yield; for example, 0.34 means a 34% yield). (1) The reactants are [NH2:1][C@@H:2]([CH2:33][C:34]1[CH:39]=[CH:38][CH:37]=[CH:36][CH:35]=1)[C@@H:3]([OH:32])[CH2:4][C@@H:5]([NH:19][C:20]([C@@H:22]([NH:27][C:28](=[O:31])[O:29][CH3:30])[C:23]([CH3:26])([CH3:25])[CH3:24])=[O:21])[CH2:6][C:7]1[CH:12]=[CH:11][C:10]([C:13]2[CH:18]=[CH:17][CH:16]=[CH:15][N:14]=2)=[CH:9][CH:8]=1.[CH3:40][C@@H:41]([CH2:61][CH3:62])[C@H:42]([N:46]1[CH2:50][C:49](=[O:51])[N:48]([CH2:52][C:53]2[CH:58]=[CH:57][CH:56]=[C:55]([CH3:59])[N:54]=2)[C:47]1=[O:60])[C:43](O)=[O:44].CCOP(ON1N=NC2C=CC=CC=2C1=O)(OCC)=O.C(N(CC)C(C)C)(C)C. The catalyst is C1COCC1. The product is [OH:32][C@H:3]([C@@H:2]([NH:1][C:43](=[O:44])[C@@H:42]([N:46]1[CH2:50][C:49](=[O:51])[N:48]([CH2:52][C:53]2[CH:58]=[CH:57][CH:56]=[C:55]([CH3:59])[N:54]=2)[C:47]1=[O:60])[CH:41]([CH3:40])[CH2:61][CH3:62])[CH2:33][C:34]1[CH:35]=[CH:36][CH:37]=[CH:38][CH:39]=1)[CH2:4][C@@H:5]([NH:19][C:20]([C@@H:22]([NH:27][C:28](=[O:31])[O:29][CH3:30])[C:23]([CH3:26])([CH3:25])[CH3:24])=[O:21])[CH2:6][C:7]1[CH:12]=[CH:11][C:10]([C:13]2[CH:18]=[CH:17][CH:16]=[CH:15][N:14]=2)=[CH:9][CH:8]=1. The yield is 0.680. (2) The reactants are [F:1][C:2]([F:15])([F:14])[S:3](O[S:3]([C:2]([F:15])([F:14])[F:1])(=[O:5])=[O:4])(=[O:5])=[O:4].[O:16]1[C:25]2[C:20](=[CH:21][CH:22]=[CH:23][CH:24]=2)[C:19](=O)[CH2:18][CH2:17]1.C(C1C=C(C)C=C(C(C)(C)C)N=1)(C)(C)C.CCCCCC. The product is [F:1][C:2]([F:15])([F:14])[S:3]([C:19]1[C:20]2[C:25](=[CH:24][CH:23]=[CH:22][CH:21]=2)[O:16][CH2:17][CH:18]=1)(=[O:5])=[O:4]. The catalyst is ClCCl. The yield is 0.940. (3) The reactants are S([C:5]1[CH:13]=[CH:12][C:8]([N+]([O-])=O)=[CH:7][CH:6]=1)([O-])(=O)=O.[C:14]([O-:17])([O-])=O.[K+].[K+].[C:20]1(S)[CH:25]=[CH:24][CH:23]=CC=1.[C:27]([O:30]CC)(=O)[CH3:28].[CH3:33][N:34](C=O)C. The catalyst is O. The product is [CH:23]1([C:14]2([OH:17])[CH:27]([OH:30])[CH2:28][NH:34][CH2:33][C:6]3[CH:7]=[CH:8][CH:12]=[CH:13][C:5]2=3)[CH2:24][CH2:25][CH2:20]1. The yield is 0.860. (4) The reactants are [C:1]([O:5][C:6]([N:8]([CH3:10])[NH2:9])=[O:7])([CH3:4])([CH3:3])[CH3:2].[F:11][C:12]1[CH:13]=[CH:14][C:15]([C:21]([F:24])([F:23])[F:22])=[C:16](B(O)O)[CH:17]=1.C(N(CC)CC)C. The catalyst is ClCCCl.C([O-])(=O)C.[Cu+2].C([O-])(=O)C. The product is [C:1]([O:5][C:6]([N:8]([CH3:10])[NH:9][C:16]1[CH:17]=[C:12]([F:11])[CH:13]=[CH:14][C:15]=1[C:21]([F:22])([F:23])[F:24])=[O:7])([CH3:4])([CH3:3])[CH3:2]. The yield is 0.410. (5) The reactants are [C:1]([C:3]1[C:4]([C:20]([F:23])([F:22])[F:21])=[C:5]2[C:9](=[CH:10][CH:11]=1)[N:8]([CH2:12][C:13](=[NH:16])[NH:14][OH:15])[C:7]([CH2:17][CH2:18][CH3:19])=[CH:6]2)#[N:2].[Cl:24][C:25]1[C:30]([C:31](Cl)=O)=[CH:29][C:28]([Cl:34])=[CH:27][N:26]=1.C(N(CC)CC)C. The catalyst is C(#N)C. The product is [Cl:24][C:25]1[C:30]([C:31]2[O:15][N:14]=[C:13]([CH2:12][N:8]3[C:9]4[C:5](=[C:4]([C:20]([F:22])([F:23])[F:21])[C:3]([C:1]#[N:2])=[CH:11][CH:10]=4)[CH:6]=[C:7]3[CH2:17][CH2:18][CH3:19])[N:16]=2)=[CH:29][C:28]([Cl:34])=[CH:27][N:26]=1. The yield is 0.140. (6) The reactants are [NH2:1][C:2]1[C:11]2[C:6](=[C:7](Br)[CH:8]=[CH:9][CH:10]=2)[N:5]=[N:4][C:3]=1[C:13]([NH:15][CH2:16][CH2:17][CH3:18])=[O:14].[F:19][C:20]1[C:21]([O:29][CH3:30])=[C:22](B(O)O)[CH:23]=[CH:24][CH:25]=1. No catalyst specified. The product is [NH2:1][C:2]1[C:11]2[C:6](=[C:7]([C:22]3[CH:23]=[CH:24][CH:25]=[C:20]([F:19])[C:21]=3[O:29][CH3:30])[CH:8]=[CH:9][CH:10]=2)[N:5]=[N:4][C:3]=1[C:13]([NH:15][CH2:16][CH2:17][CH3:18])=[O:14]. The yield is 0.880.